Task: Predict the reactants needed to synthesize the given product.. Dataset: Full USPTO retrosynthesis dataset with 1.9M reactions from patents (1976-2016) Given the product [CH2:1]([NH:8][C:9]1[N:14]=[C:13]([C:15]2[C:23]3[C:18](=[N:19][C:20]([NH:24][CH2:25][CH2:26][N:27]4[CH2:28][CH2:29][O:30][CH2:31][CH2:32]4)=[N:21][CH:22]=3)[NH:17][N:16]=2)[CH:12]=[CH:11][CH:10]=1)[C:2]1[CH:7]=[CH:6][CH:5]=[CH:4][CH:3]=1, predict the reactants needed to synthesize it. The reactants are: [CH2:1]([NH:8][C:9]1[N:14]=[C:13]([C:15]2[C:23]3[C:18](=[N:19][C:20]([NH:24][CH2:25][CH2:26][N:27]4[CH2:32][CH2:31][O:30][CH2:29][CH2:28]4)=[N:21][CH:22]=3)[N:17](COCC[Si](C)(C)C)[N:16]=2)[CH:12]=[CH:11][CH:10]=1)[C:2]1[CH:7]=[CH:6][CH:5]=[CH:4][CH:3]=1.C(O)(C(F)(F)F)=O.C([O-])(O)=O.[Na+].